This data is from Forward reaction prediction with 1.9M reactions from USPTO patents (1976-2016). The task is: Predict the product of the given reaction. Given the reactants Br[CH2:2][CH2:3][N:4]1[CH2:9][CH2:8][N:7]([C:10]([O:12][C:13]([CH3:16])([CH3:15])[CH3:14])=[O:11])[CH2:6][CH2:5]1.[Cl:17][C:18]1[CH:19]=[C:20]2[C:24](=[CH:25][CH:26]=1)[NH:23][C:22]([CH2:27][N:28]1[C:32]3=[CH:33][N:34]=[CH:35][CH:36]=[C:31]3[C:30]3([CH2:38][CH2:37]3)[C:29]1=[O:39])=[CH:21]2.C(=O)([O-])[O-].[K+].[K+], predict the reaction product. The product is: [Cl:17][C:18]1[CH:19]=[C:20]2[C:24](=[CH:25][CH:26]=1)[N:23]([CH2:2][CH2:3][N:4]1[CH2:9][CH2:8][N:7]([C:10]([O:12][C:13]([CH3:16])([CH3:15])[CH3:14])=[O:11])[CH2:6][CH2:5]1)[C:22]([CH2:27][N:28]1[C:32]3=[CH:33][N:34]=[CH:35][CH:36]=[C:31]3[C:30]3([CH2:38][CH2:37]3)[C:29]1=[O:39])=[CH:21]2.